This data is from Full USPTO retrosynthesis dataset with 1.9M reactions from patents (1976-2016). The task is: Predict the reactants needed to synthesize the given product. (1) Given the product [C:1]([NH:8][C:9]1[S:10][C:11]([CH:27]=[CH2:28])=[C:12]([C:14]([O:16][CH2:17][P:18]([O:23][CH2:24][CH3:25])([O:20][CH2:21][CH3:22])=[O:19])=[O:15])[N:13]=1)([O:3][C:4]([CH3:7])([CH3:6])[CH3:5])=[O:2], predict the reactants needed to synthesize it. The reactants are: [C:1]([NH:8][C:9]1[S:10][C:11](Br)=[C:12]([C:14]([O:16][CH2:17][P:18]([O:23][CH2:24][CH3:25])([O:20][CH2:21][CH3:22])=[O:19])=[O:15])[N:13]=1)([O:3][C:4]([CH3:7])([CH3:6])[CH3:5])=[O:2].[CH2:27]([Sn](CCCC)(CCCC)C=C)[CH2:28]CC.[F-].[Na+]. (2) Given the product [OH:18][CH:19]=[CH:20][C:21]1[CH:26]=[CH:25][CH:24]=[CH:23][CH:22]=1.[C:1]([O:5][CH2:6][CH2:7][CH2:8][SiH2:9][O:10][Si:11]([CH3:14])([CH3:12])[CH3:13])(=[O:4])[CH:2]=[CH2:3], predict the reactants needed to synthesize it. The reactants are: [C:1]([O:5][CH2:6][CH2:7][CH2:8][SiH2:9][O:10][Si:11]([CH3:14])([CH3:13])[CH3:12])(=[O:4])[CH:2]=[CH2:3].C([O:18][CH:19]=[CH:20][C:21]1[CH:26]=[CH:25][CH:24]=[CH:23][CH:22]=1)(=O)C.CC(N=NC(C#N)(C)C)(C#N)C.